From a dataset of Full USPTO retrosynthesis dataset with 1.9M reactions from patents (1976-2016). Predict the reactants needed to synthesize the given product. (1) Given the product [CH3:1][O:2][C:3]1[CH:12]=[CH:11][CH:10]=[C:9]2[C:4]=1[CH:5]=[CH:6][C:7]([C:13]([OH:18])=[O:15])=[CH:8]2, predict the reactants needed to synthesize it. The reactants are: [CH3:1][O:2][C:3]1[CH:12]=[CH:11][CH:10]=[C:9]2[C:4]=1[CH:5]=[CH:6][C:7]([C:13]#N)=[CH:8]2.[OH-:15].[K+].Cl.[OH2:18]. (2) Given the product [OH:6][C:7]1[CH:16]=[C:15]2[C:10]([CH2:11][CH2:12][CH:13]([O:17][C:18](=[O:20])[CH3:19])[CH2:14]2)=[CH:9][CH:8]=1, predict the reactants needed to synthesize it. The reactants are: B(Cl)(Cl)Cl.C[O:6][C:7]1[CH:16]=[C:15]2[C:10]([CH2:11][CH2:12][CH:13]([O:17][C:18](=[O:20])[CH3:19])[CH2:14]2)=[CH:9][CH:8]=1. (3) The reactants are: [Cl:1][C:2]1[CH:11]=[CH:10][C:5]([C:6](Cl)=[N:7][OH:8])=[CH:4][CH:3]=1.[C:12]1([C:18]#[C:19][C:20](=[O:22])[CH3:21])[CH:17]=[CH:16][CH:15]=[CH:14][CH:13]=1.C(=O)([O-])O.[Na+]. Given the product [Cl:1][C:2]1[CH:11]=[CH:10][C:5]([C:6]2[C:19]([C:20](=[O:22])[CH3:21])=[C:18]([C:12]3[CH:17]=[CH:16][CH:15]=[CH:14][CH:13]=3)[O:8][N:7]=2)=[CH:4][CH:3]=1, predict the reactants needed to synthesize it. (4) Given the product [CH2:23]([O:22][C:18]1[C:19]([CH3:21])=[CH:20][C:15]([C:14]2[O:11][C:10]([C:8]3[S:9][C:5]([CH2:1][CH:2]([CH3:4])[CH3:3])=[CH:6][CH:7]=3)=[N:12][N:13]=2)=[CH:16][C:17]=1[CH3:26])[CH:24]=[CH2:25], predict the reactants needed to synthesize it. The reactants are: [CH2:1]([C:5]1[S:9][C:8]([C:10]([NH:12][NH:13][C:14](=O)[C:15]2[CH:20]=[C:19]([CH3:21])[C:18]([O:22][CH2:23][CH:24]=[CH2:25])=[C:17]([CH3:26])[CH:16]=2)=[O:11])=[CH:7][CH:6]=1)[CH:2]([CH3:4])[CH3:3].CC[N+](S(N=C(OC)[O-])(=O)=O)(CC)CC.